From a dataset of NCI-60 drug combinations with 297,098 pairs across 59 cell lines. Regression. Given two drug SMILES strings and cell line genomic features, predict the synergy score measuring deviation from expected non-interaction effect. Drug 1: C1=CN(C(=O)N=C1N)C2C(C(C(O2)CO)O)O.Cl. Drug 2: C1=CN(C=N1)CC(O)(P(=O)(O)O)P(=O)(O)O. Cell line: MOLT-4. Synergy scores: CSS=60.2, Synergy_ZIP=-0.0439, Synergy_Bliss=-0.653, Synergy_Loewe=-3.52, Synergy_HSA=-0.875.